From a dataset of CYP2C19 inhibition data for predicting drug metabolism from PubChem BioAssay. Regression/Classification. Given a drug SMILES string, predict its absorption, distribution, metabolism, or excretion properties. Task type varies by dataset: regression for continuous measurements (e.g., permeability, clearance, half-life) or binary classification for categorical outcomes (e.g., BBB penetration, CYP inhibition). Dataset: cyp2c19_veith. (1) The compound is O=C(COc1cccc(NC(=O)c2cccc([N+](=O)[O-])c2)c1)c1ccc(Br)cc1. The result is 1 (inhibitor). (2) The compound is COC(=O)c1ccc(NC(=O)c2cc3sccc3n2C)cc1. The result is 1 (inhibitor). (3) The drug is NNc1nncn1N. The result is 0 (non-inhibitor). (4) The drug is Cc1cc2ncn(CC(=O)O)c2cc1C. The result is 0 (non-inhibitor). (5) The result is 0 (non-inhibitor). The molecule is O=C(c1ccncc1)N1CCC2(CC1)CCN(c1ccncc1)CC2. (6) The molecule is Cc1cc2cc(C(c3nnnn3C(C)(C)C)N(Cc3ccco3)CC3CCCO3)c(=O)[nH]c2cc1C. The result is 1 (inhibitor).